This data is from Forward reaction prediction with 1.9M reactions from USPTO patents (1976-2016). The task is: Predict the product of the given reaction. Given the reactants [NH2:1][C:2]1[CH:11]=[CH:10][C:5]([C:6]([O:8][CH3:9])=[O:7])=[CH:4][CH:3]=1.CCN=C=NCCCN(C)C.[CH3:23][N:24]1[CH2:29][CH2:28][N:27]([CH2:30][CH2:31][C:32](O)=[O:33])[CH2:26][CH2:25]1.C(N(CC)CC)C, predict the reaction product. The product is: [CH3:23][N:24]1[CH2:29][CH2:28][N:27]([CH2:30][CH2:31][C:32]([NH:1][C:2]2[CH:3]=[CH:4][C:5]([C:6]([O:8][CH3:9])=[O:7])=[CH:10][CH:11]=2)=[O:33])[CH2:26][CH2:25]1.